Dataset: Reaction yield outcomes from USPTO patents with 853,638 reactions. Task: Predict the reaction yield, written as a fraction of the theoretical maximum amount of product (1.0 means a 100% yield; for example, 0.34 means a 34% yield). (1) The reactants are [O:1]([C:8]1[CH:13]=[CH:12][C:11]([C:14]2[N:22]=[C:21]([CH:23]3[CH2:28][CH2:27][NH:26][CH2:25][CH2:24]3)[CH:20]=[CH:19][C:15]=2[C:16]([NH2:18])=[O:17])=[CH:10][CH:9]=1)[C:2]1[CH:7]=[CH:6][CH:5]=[CH:4][CH:3]=1.[C:29](Cl)(=[O:32])[CH:30]=[CH2:31]. The catalyst is C(Cl)Cl. The product is [C:29]([N:26]1[CH2:27][CH2:28][CH:23]([C:21]2[CH:20]=[CH:19][C:15]([C:16]([NH2:18])=[O:17])=[C:14]([C:11]3[CH:10]=[CH:9][C:8]([O:1][C:2]4[CH:7]=[CH:6][CH:5]=[CH:4][CH:3]=4)=[CH:13][CH:12]=3)[N:22]=2)[CH2:24][CH2:25]1)(=[O:32])[CH:30]=[CH2:31]. The yield is 0.440. (2) The reactants are [F:1][C:2]1[CH:9]=[CH:8][C:7]([CH:10]=[C:11]2[C:19]3[C:14](=[CH:15][CH:16]=[CH:17][CH:18]=3)[C:13](=O)[O:12]2)=[CH:6][C:3]=1[C:4]#N.[OH-:21].[Na+].[OH2:23].[NH2:24][NH2:25].Cl. The catalyst is O. The product is [F:1][C:2]1[CH:9]=[CH:8][C:7]([CH2:10][C:11]2[C:19]3[C:14](=[CH:15][CH:16]=[CH:17][CH:18]=3)[C:13](=[O:12])[NH:25][N:24]=2)=[CH:6][C:3]=1[C:4]([OH:23])=[O:21]. The yield is 0.770. (3) The reactants are C(=O)(O)[O-].[Na+].[C:6]([C:8](=[N:14]O)[C:9]([O:11][CH2:12][CH3:13])=[O:10])#[N:7].S(S([O-])=O)([O-])=O.[Na+].[Na+].II. The catalyst is CCOC(C)=O.O. The product is [CH2:12]([O:11][C:9](=[O:10])[CH:8]([NH2:14])[C:6]#[N:7])[CH3:13]. The yield is 0.310. (4) The reactants are [C:1]([C:4]1[S:8][C:7]([N:9]2[CH2:13][CH2:12][NH:11][C:10]2=[O:14])=[N:6][C:5]=1[CH3:15])(=[O:3])[CH3:2].C(=O)([O-])[O-].[K+].[K+].[CH:22]1([CH2:25]Br)[CH2:24][CH2:23]1. The catalyst is [I-].C([N+](CCCC)(CCCC)CCCC)CCC.O1CCCC1. The product is [C:1]([C:4]1[S:8][C:7]([N:9]2[CH2:13][CH2:12][N:11]([CH2:25][CH:22]3[CH2:24][CH2:23]3)[C:10]2=[O:14])=[N:6][C:5]=1[CH3:15])(=[O:3])[CH3:2]. The yield is 0.330. (5) The reactants are Cl[Ce](Cl)Cl.[CH2:5]([Mg]Br)[CH3:6].[Si:9]([O:16][C@@H:17]1[C@@:34]2([CH3:35])[C:21](=[CH:22][CH:23]=[C:24]3[C@@H:33]2[CH2:32][CH2:31][C@@:29]2([CH3:30])[C@H:25]3[CH2:26][CH:27]=[C:28]2[CH2:36][O:37][CH2:38][CH2:39][C:40](N(C)C)=[O:41])[CH2:20][C@@H:19]([O:45][Si:46]([C:49]([CH3:52])([CH3:51])[CH3:50])([CH3:48])[CH3:47])[CH2:18]1)([C:12]([CH3:15])([CH3:14])[CH3:13])([CH3:11])[CH3:10].[Cl-].[NH4+].O1CC[CH2:57][CH2:56]1. No catalyst specified. The product is [Si:9]([O:16][C@@H:17]1[C@@:34]2([CH3:35])[C:21](=[CH:22][CH:23]=[C:24]3[C@@H:33]2[CH2:32][CH2:31][C@@:29]2([CH3:30])[C@H:25]3[CH2:26][CH:27]=[C:28]2[CH2:36][O:37][CH2:38][CH2:39][C:40]([CH2:5][CH3:6])([OH:41])[CH2:56][CH3:57])[CH2:20][C@@H:19]([O:45][Si:46]([C:49]([CH3:52])([CH3:51])[CH3:50])([CH3:48])[CH3:47])[CH2:18]1)([C:12]([CH3:15])([CH3:14])[CH3:13])([CH3:11])[CH3:10]. The yield is 0.560. (6) The reactants are O=C1C2C(=CC=CC=2)C(=O)[N:3]1[O:12][CH2:13][CH2:14][N:15]1[CH:19]=[C:18]([CH2:20][NH:21]C(=O)OC(C)(C)C)[N:17]=[N:16]1.[ClH:29]. No catalyst specified. The product is [ClH:29].[ClH:29].[NH2:3][O:12][CH2:13][CH2:14][N:15]1[CH:19]=[C:18]([CH2:20][NH2:21])[N:17]=[N:16]1. The yield is 0.770.